The task is: Predict which catalyst facilitates the given reaction.. This data is from Catalyst prediction with 721,799 reactions and 888 catalyst types from USPTO. (1) Reactant: [C:1]([C:3]([CH3:33])([CH3:32])[C:4]1[CH:9]=[CH:8][C:7]([NH:10][C:11](=[O:22])[C:12]2[CH:17]=[CH:16][C:15]([O:18][CH3:19])=[C:14]([O:20][CH3:21])[CH:13]=2)=[CH:6][C:5]=1B1OC(C)(C)C(C)(C)O1)#[N:2].Br[C:35]1[CH:40]=[CH:39][CH:38]=[CH:37][N:36]=1.C([O-])([O-])=O.[K+].[K+]. Product: [C:1]([C:3]([CH3:33])([CH3:32])[C:4]1[CH:9]=[CH:8][C:7]([NH:10][C:11](=[O:22])[C:12]2[CH:17]=[CH:16][C:15]([O:18][CH3:19])=[C:14]([O:20][CH3:21])[CH:13]=2)=[CH:6][C:5]=1[C:35]1[CH:40]=[CH:39][CH:38]=[CH:37][N:36]=1)#[N:2]. The catalyst class is: 57. (2) Reactant: C([N:3]([CH2:6][CH3:7])[CH2:4][CH3:5])C.BrCC1[CH:19]=[CH:18][C:13]([C:14]([O:16][CH3:17])=[O:15])=[CH:12][CH:11]=1. Product: [C:6]1([NH:3][CH2:4][C:5]2[CH:11]=[CH:12][C:13]([C:14]([O:16][CH3:17])=[O:15])=[CH:18][CH:19]=2)[CH:7]=[CH:14][CH:13]=[CH:12][CH:11]=1. The catalyst class is: 68. (3) Reactant: C1C=CC(N([S:8]([C:11]([F:14])([F:13])[F:12])(=[O:10])=[O:9])[S:8]([C:11]([F:14])([F:13])[F:12])(=[O:10])=[O:9])=CC=1.[OH:22][C:23]1[CH:32]=[CH:31][C:30]2[C:25](=[C:26]([O:33][CH3:34])[CH:27]=[CH:28][CH:29]=2)[CH:24]=1.O. Product: [F:12][C:11]([F:14])([F:13])[S:8]([O:22][C:23]1[CH:32]=[CH:31][C:30]2[C:25](=[C:26]([O:33][CH3:34])[CH:27]=[CH:28][CH:29]=2)[CH:24]=1)(=[O:10])=[O:9]. The catalyst class is: 2. (4) Reactant: [F:1][C:2]1[CH:27]=[CH:26][C:5]([CH2:6][NH:7][C:8]([C:10]2[CH:15]=[C:14]([C:16]3[N:17]=[N:18][N:19]([CH2:21][C:22](O)=[O:23])[N:20]=3)[CH:13]=[C:12]([CH3:25])[N:11]=2)=[O:9])=[CH:4][CH:3]=1.ON1C2C=CC=CC=2N=N1.[C:38]([O:42][C:43](=[O:46])[CH2:44][NH2:45])([CH3:41])([CH3:40])[CH3:39].Cl.CN(C)CCCN=C=NCC. Product: [C:38]([O:42][C:43](=[O:46])[CH2:44][NH:45][C:22](=[O:23])[CH2:21][N:19]1[N:18]=[N:17][C:16]([C:14]2[CH:13]=[C:12]([CH3:25])[N:11]=[C:10]([C:8](=[O:9])[NH:7][CH2:6][C:5]3[CH:26]=[CH:27][C:2]([F:1])=[CH:3][CH:4]=3)[CH:15]=2)=[N:20]1)([CH3:41])([CH3:40])[CH3:39]. The catalyst class is: 46.